This data is from Reaction yield outcomes from USPTO patents with 853,638 reactions. The task is: Predict the reaction yield, written as a fraction of the theoretical maximum amount of product (1.0 means a 100% yield; for example, 0.34 means a 34% yield). (1) The reactants are O1C2C=CC=CC=2N=CC1.[N+:11]([C:14]1[CH:26]=[CH:25][C:17]2[N:18]3[CH2:24][CH2:23][CH2:22][C@@H:19]3[CH2:20][O:21][C:16]=2[CH:15]=1)([O-])=O. The catalyst is CCOC(C)=O.CCO.[Pd]. The product is [NH2:11][C:14]1[CH:26]=[CH:25][C:17]2[N:18]3[CH2:24][CH2:23][CH2:22][C@@H:19]3[CH2:20][O:21][C:16]=2[CH:15]=1. The yield is 0.980. (2) The reactants are C=O.[C:3](O)(=O)C.[C:7]([BH3-])#[N:8].[Na+].N[C:12]1[CH:17]=[C:16]([CH2:18][C:19]([OH:21])=[O:20])[CH:15]=[CH:14][C:13]=1[C:22]1[CH:27]=[CH:26][C:25]([O:28][CH2:29][C:30]2[CH:35]=[CH:34][C:33]([C:36]([F:39])([F:38])[F:37])=[C:32]([OH:40])[C:31]=2[C:41]([O:43][C:44]([CH3:47])([CH3:46])[CH3:45])=[O:42])=[CH:24][CH:23]=1. The catalyst is C(#N)C.O. The product is [C:44]([O:43][C:41]([C:31]1[C:32]([OH:40])=[C:33]([C:36]([F:39])([F:37])[F:38])[CH:34]=[CH:35][C:30]=1[CH2:29][O:28][C:25]1[CH:24]=[CH:23][C:22]([C:13]2[CH:14]=[CH:15][C:16]([CH2:18][C:19]([OH:21])=[O:20])=[CH:17][C:12]=2[N:8]([CH3:7])[CH3:3])=[CH:27][CH:26]=1)=[O:42])([CH3:46])([CH3:45])[CH3:47]. The yield is 0.920. (3) The reactants are N[C:2]1[CH:18]=[C:17]([Cl:19])[C:5]([CH2:6][C:7]2[CH:8]=[C:9]([CH:14]([CH3:16])[CH3:15])[C:10](=[O:13])[NH:11][N:12]=2)=[C:4]([Cl:20])[CH:3]=1.S(=O)(=O)(O)O.N([O-])=O.[Na+].[BrH:30]. The catalyst is C(O)(=O)C.O.[Cu]Br. The product is [Br:30][C:2]1[CH:18]=[C:17]([Cl:19])[C:5]([CH2:6][C:7]2[CH:8]=[C:9]([CH:14]([CH3:16])[CH3:15])[C:10](=[O:13])[NH:11][N:12]=2)=[C:4]([Cl:20])[CH:3]=1. The yield is 0.510. (4) The reactants are [CH3:1][O:2][C:3]([C:9]1[CH:17]=[CH:16][CH:15]=[C:14]2[C:10]=1[CH2:11][CH2:12][C@@H:13]2[OH:18])([CH3:8])[C:4]([CH3:7])([CH3:6])[CH3:5].[CH3:19][O:20][C:21](=[O:33])[CH2:22][C@H:23]1[C:27]2[CH:28]=[CH:29][C:30](O)=[CH:31][C:26]=2[O:25][CH2:24]1. No catalyst specified. The product is [CH3:19][O:20][C:21](=[O:33])[CH2:22][C@H:23]1[C:27]2[CH:28]=[CH:29][C:30]([O:18][C@H:13]3[C:14]4[C:10](=[C:9]([C:3]([O:2][CH3:1])([CH3:8])[C:4]([CH3:7])([CH3:5])[CH3:6])[CH:17]=[CH:16][CH:15]=4)[CH2:11][CH2:12]3)=[CH:31][C:26]=2[O:25][CH2:24]1. The yield is 0.470.